From a dataset of TCR-epitope binding with 47,182 pairs between 192 epitopes and 23,139 TCRs. Binary Classification. Given a T-cell receptor sequence (or CDR3 region) and an epitope sequence, predict whether binding occurs between them. (1) The TCR CDR3 sequence is CASSLYPAGTGFGYTF. Result: 1 (the TCR binds to the epitope). The epitope is WICLLQFAY. (2) The epitope is QVPLRPMTYK. The TCR CDR3 sequence is CASSWRQNIGSYEQYF. Result: 0 (the TCR does not bind to the epitope). (3) The TCR CDR3 sequence is CASSLGRGMATEAFF. Result: 1 (the TCR binds to the epitope). The epitope is NLNESLIDL.